This data is from Forward reaction prediction with 1.9M reactions from USPTO patents (1976-2016). The task is: Predict the product of the given reaction. (1) Given the reactants [Cl:1][C:2]1[CH:7]=[C:6]([F:8])[CH:5]=[CH:4][C:3]=1[NH:9][S:10]([CH:13]1[C:18]([C:19]([O:21][CH2:22][CH3:23])=[O:20])=[CH:17][CH2:16][CH2:15][CH2:14]1)(=[O:12])=[O:11].C(N(CC)CC)C.[C:31]([O:34][CH2:35][C:36](Cl)=[O:37])(=[O:33])[CH3:32], predict the reaction product. The product is: [C:31]([O:34][CH2:35][C:36]([N:9]([C:3]1[CH:4]=[CH:5][C:6]([F:8])=[CH:7][C:2]=1[Cl:1])[S:10]([CH:13]1[C:18]([C:19]([O:21][CH2:22][CH3:23])=[O:20])=[CH:17][CH2:16][CH2:15][CH2:14]1)(=[O:11])=[O:12])=[O:37])(=[O:33])[CH3:32]. (2) The product is: [BrH:12].[Cl:11][C:8]1[CH:7]=[C:3]([C:4]([NH2:6])=[O:5])[C:2](=[NH:1])[N:10]([CH2:13][C:14]2[CH:15]=[CH:16][C:17]([F:22])=[C:18]([C:19]#[N:20])[CH:21]=2)[CH:9]=1. Given the reactants [NH2:1][C:2]1[N:10]=[CH:9][C:8]([Cl:11])=[CH:7][C:3]=1[C:4]([NH2:6])=[O:5].[Br:12][CH2:13][C:14]1[CH:15]=[CH:16][C:17]([F:22])=[C:18]([CH:21]=1)[C:19]#[N:20], predict the reaction product. (3) The product is: [CH3:1][O:2][C:3]([C@@H:5]1[CH2:9][C@H:8]([O:10][CH2:20][C:21]2[CH:26]=[CH:25][CH:24]=[CH:23][CH:22]=2)[CH2:7][N:6]1[C:11]([O:13][C:14]([CH3:17])([CH3:16])[CH3:15])=[O:12])=[O:4]. Given the reactants [CH3:1][O:2][C:3]([C@@H:5]1[CH2:9][C@H:8]([OH:10])[CH2:7][N:6]1[C:11]([O:13][C:14]([CH3:17])([CH3:16])[CH3:15])=[O:12])=[O:4].[H-].[Na+].[CH2:20](Br)[C:21]1[CH:26]=[CH:25][CH:24]=[CH:23][CH:22]=1.C(OCC)(=O)C, predict the reaction product. (4) Given the reactants [CH3:1][N:2]([CH2:7][C:8]1[N:9]([CH3:17])[C:10]2[C:15]([CH:16]=1)=[CH:14][CH:13]=[CH:12][CH:11]=2)[C:3](=[O:6])[CH:4]=[CH2:5].Br[C:19]1[CH:29]=[N:28][C:22]2[NH:23][C:24](=[O:27])[O:25][CH2:26][C:21]=2[CH:20]=1.CCN(C(C)C)C(C)C.C1(C)C=CC=CC=1P(C1C=CC=CC=1C)C1C=CC=CC=1C, predict the reaction product. The product is: [CH3:1][N:2]([CH2:7][C:8]1[N:9]([CH3:17])[C:10]2[C:15]([CH:16]=1)=[CH:14][CH:13]=[CH:12][CH:11]=2)[C:3](=[O:6])/[CH:4]=[CH:5]/[C:19]1[CH:29]=[N:28][C:22]2[NH:23][C:24](=[O:27])[O:25][CH2:26][C:21]=2[CH:20]=1. (5) Given the reactants Br[C:2]1[C:3]([CH3:25])=[C:4]([C:15]2[CH:20]=[CH:19][CH:18]=[C:17]([C:21]([F:24])([F:23])[F:22])[CH:16]=2)[C:5]2[N:6]([N:8]=[C:9]([NH:11][C:12](=[O:14])[CH3:13])[N:10]=2)[CH:7]=1.C([Sn](CCCC)(CCCC)[C:31]1[N:35]([C:36]2[CH:43]=[CH:42][C:39]([C:40]#[N:41])=[CH:38][CH:37]=2)[N:34]=[CH:33][CH:32]=1)CCC, predict the reaction product. The product is: [C:40]([C:39]1[CH:38]=[CH:37][C:36]([N:35]2[C:31]([C:2]3[C:3]([CH3:25])=[C:4]([C:15]4[CH:20]=[CH:19][CH:18]=[C:17]([C:21]([F:22])([F:24])[F:23])[CH:16]=4)[C:5]4[N:6]([N:8]=[C:9]([NH:11][C:12](=[O:14])[CH3:13])[N:10]=4)[CH:7]=3)=[CH:32][CH:33]=[N:34]2)=[CH:43][CH:42]=1)#[N:41]. (6) Given the reactants C(OC([N:8]1[C:12]2=[C:13]([Cl:25])[N:14]=[CH:15][C:16]([C:17]([N:19]3[CH2:24][CH2:23][O:22][CH2:21][CH2:20]3)=[O:18])=[C:11]2[C:10]([CH3:26])=[CH:9]1)=O)(C)(C)C.[Br:27][C:28]1[CH:29]=[C:30]([CH:32]=[CH:33][CH:34]=1)[NH2:31].CS(O)(=O)=O, predict the reaction product. The product is: [ClH:25].[Br:27][C:28]1[CH:29]=[C:30]([NH:31][C:13]2[N:14]=[CH:15][C:16]([C:17]([N:19]3[CH2:20][CH2:21][O:22][CH2:23][CH2:24]3)=[O:18])=[C:11]3[C:10]([CH3:26])=[CH:9][NH:8][C:12]=23)[CH:32]=[CH:33][CH:34]=1. (7) The product is: [C:39]1([CH:28]2[CH2:27][CH:26]([NH:2][C@@H:3]3[CH2:5][C@H:4]3[C:6]3[CH:7]=[CH:8][C:9]([NH:12][C:13](=[O:24])[C:14]4[CH:19]=[CH:18][CH:17]=[C:16]([C:20]([F:22])([F:23])[F:21])[CH:15]=4)=[CH:10][CH:11]=3)[CH2:31][CH2:30][N:29]2[C:32]([O:34][C:35]([CH3:38])([CH3:37])[CH3:36])=[O:33])[CH:40]=[CH:41][CH:42]=[CH:43][CH:44]=1. Given the reactants Cl.[NH2:2][C@@H:3]1[CH2:5][C@H:4]1[C:6]1[CH:11]=[CH:10][C:9]([NH:12][C:13](=[O:24])[C:14]2[CH:19]=[CH:18][CH:17]=[C:16]([C:20]([F:23])([F:22])[F:21])[CH:15]=2)=[CH:8][CH:7]=1.O=[C:26]1[CH2:31][CH2:30][N:29]([C:32]([O:34][C:35]([CH3:38])([CH3:37])[CH3:36])=[O:33])[CH:28]([C:39]2[CH:44]=[CH:43][CH:42]=[CH:41][CH:40]=2)[CH2:27]1.C(=O)([O-])O.[Na+].[BH4-].[Na+], predict the reaction product. (8) Given the reactants [OH:1][C:2]1[CH:9]=[CH:8][CH:7]=[C:6]([O:10][CH3:11])[C:3]=1[CH:4]=[O:5].[H-].[Na+].I[CH2:15][C:16]([NH2:18])=[O:17], predict the reaction product. The product is: [CH:4]([C:3]1[C:6]([O:10][CH3:11])=[CH:7][CH:8]=[CH:9][C:2]=1[O:1][CH2:15][C:16]([NH2:18])=[O:17])=[O:5]. (9) Given the reactants [Cl:1][C:2]1[CH:7]=[CH:6][C:5](/[CH:8]=[CH:9]/[C:10]([O:12][CH3:13])=[O:11])=[C:4]([C:14]([F:17])([F:16])[F:15])[CH:3]=1, predict the reaction product. The product is: [Cl:1][C:2]1[CH:7]=[CH:6][C:5]([CH2:8][CH2:9][C:10]([O:12][CH3:13])=[O:11])=[C:4]([C:14]([F:15])([F:16])[F:17])[CH:3]=1.